This data is from Peptide-MHC class II binding affinity with 134,281 pairs from IEDB. The task is: Regression. Given a peptide amino acid sequence and an MHC pseudo amino acid sequence, predict their binding affinity value. This is MHC class II binding data. (1) The peptide sequence is GKIASCLNDNANGYF. The MHC is HLA-DQA10501-DQB10301 with pseudo-sequence HLA-DQA10501-DQB10301. The binding affinity (normalized) is 0.369. (2) The peptide sequence is IMLLAYYIAAVNIES. The MHC is DRB1_0301 with pseudo-sequence DRB1_0301. The binding affinity (normalized) is 0.175.